This data is from Merck oncology drug combination screen with 23,052 pairs across 39 cell lines. The task is: Regression. Given two drug SMILES strings and cell line genomic features, predict the synergy score measuring deviation from expected non-interaction effect. Drug 1: O=C(O)C1(Cc2cccc(Nc3nccs3)n2)CCC(Oc2cccc(Cl)c2F)CC1. Drug 2: NC(=O)c1cccc2cn(-c3ccc(C4CCCNC4)cc3)nc12. Cell line: EFM192B. Synergy scores: synergy=12.5.